From a dataset of Peptide-MHC class I binding affinity with 185,985 pairs from IEDB/IMGT. Regression. Given a peptide amino acid sequence and an MHC pseudo amino acid sequence, predict their binding affinity value. This is MHC class I binding data. (1) The peptide sequence is FLKEQGGL. The MHC is HLA-A02:06 with pseudo-sequence HLA-A02:06. The binding affinity (normalized) is 0. (2) The peptide sequence is YPITADKRI. The MHC is HLA-A26:01 with pseudo-sequence HLA-A26:01. The binding affinity (normalized) is 0.0847. (3) The peptide sequence is QFLSFASLF. The MHC is HLA-A68:02 with pseudo-sequence HLA-A68:02. The binding affinity (normalized) is 0.0847. (4) The peptide sequence is RILHNFAYSL. The MHC is HLA-B35:01 with pseudo-sequence HLA-B35:01. The binding affinity (normalized) is 0.0286.